From a dataset of Full USPTO retrosynthesis dataset with 1.9M reactions from patents (1976-2016). Predict the reactants needed to synthesize the given product. The reactants are: [Cl:1][C:2]1[CH:7]=[CH:6][CH:5]=[CH:4][C:3]=1B(O)O.Br[C:12]1[CH:17]=[CH:16][CH:15]=[CH:14][N:13]=1.C(=O)([O-])[O-].[K+].[K+]. Given the product [Cl:1][C:2]1[CH:7]=[CH:6][CH:5]=[CH:4][C:3]=1[C:12]1[CH:17]=[CH:16][CH:15]=[CH:14][N:13]=1, predict the reactants needed to synthesize it.